This data is from Full USPTO retrosynthesis dataset with 1.9M reactions from patents (1976-2016). The task is: Predict the reactants needed to synthesize the given product. Given the product [OH:35][CH2:34][CH2:33][N:32]([CH2:6][C:7]1[CH:8]=[CH:9][C:10]([CH2:13][CH2:14][NH:15][C:16]([C:18]2[CH:23]=[CH:22][C:21]([C:24]3[CH:25]=[CH:26][C:27]([Cl:30])=[CH:28][CH:29]=3)=[CH:20][CH:19]=2)=[O:17])=[CH:11][CH:12]=1)[CH3:31], predict the reactants needed to synthesize it. The reactants are: CS(O[CH2:6][C:7]1[CH:12]=[CH:11][C:10]([CH2:13][CH2:14][NH:15][C:16]([C:18]2[CH:23]=[CH:22][C:21]([C:24]3[CH:29]=[CH:28][C:27]([Cl:30])=[CH:26][CH:25]=3)=[CH:20][CH:19]=2)=[O:17])=[CH:9][CH:8]=1)(=O)=O.[CH3:31][NH:32][CH2:33][CH2:34][OH:35].